Dataset: Full USPTO retrosynthesis dataset with 1.9M reactions from patents (1976-2016). Task: Predict the reactants needed to synthesize the given product. (1) Given the product [NH2:11][C:12]1[S:13][C:4]([CH2:3][CH2:2][NH:1][CH2:6][CH2:7][C:8]2[S:13][C:12]([NH2:14])=[N:11][N:9]=2)=[N:5][N:14]=1, predict the reactants needed to synthesize it. The reactants are: [NH:1]([CH2:6][CH2:7][C:8]#[N:9])[CH2:2][CH2:3][C:4]#[N:5].N[NH:11][C:12]([NH2:14])=[S:13].O.[OH-].[Na+]. (2) Given the product [OH:15][C@H:16]([C@H:20]1[O:25][C:24]([CH3:27])([CH3:26])[CH2:23][N:22]([CH2:28][C:29]2[CH:30]=[CH:31][C:32]([O:35][CH3:36])=[CH:33][CH:34]=2)[C:21]1=[O:37])[C:17]([O:19][C:1]([CH3:4])([CH3:3])[CH3:2])=[O:18], predict the reactants needed to synthesize it. The reactants are: [C:1](OC(=NC(C)C)NC(C)C)([CH3:4])([CH3:3])[CH3:2].[OH:15][C@H:16]([C@H:20]1[O:25][C:24]([CH3:27])([CH3:26])[CH2:23][N:22]([CH2:28][C:29]2[CH:34]=[CH:33][C:32]([O:35][CH3:36])=[CH:31][CH:30]=2)[C:21]1=[O:37])[C:17]([OH:19])=[O:18].N#N. (3) Given the product [CH:25]1([C:23]([N:20]2[CH2:21][CH2:22][C@@H:18]([CH2:17][N:9]3[C:10]4[C:11](=[N:12][CH:13]=[CH:14][CH:15]=4)[N:16]=[C:8]3[C:5]3[CH:6]=[CH:7][C:2]([C:36]4[CH:37]=[C:38]5[C:42](=[CH:43][CH:44]=4)[NH:41][CH:40]=[CH:39]5)=[CH:3][CH:4]=3)[CH2:19]2)=[O:24])[CH2:27][CH2:26]1, predict the reactants needed to synthesize it. The reactants are: Br[C:2]1[CH:7]=[CH:6][C:5]([C:8]2[N:9]([CH2:17][C@@H:18]3[CH2:22][CH2:21][N:20]([C:23]([CH:25]4[CH2:27][CH2:26]4)=[O:24])[CH2:19]3)[C:10]3[C:11]([N:16]=2)=[N:12][CH:13]=[CH:14][CH:15]=3)=[CH:4][CH:3]=1.CC1(C)C(C)(C)OB([C:36]2[CH:37]=[C:38]3[C:42](=[CH:43][CH:44]=2)[NH:41][CH:40]=[CH:39]3)O1.C(=O)([O-])[O-].[K+].[K+]. (4) Given the product [CH2:34]([O:24][C:23](=[O:25])[CH:22]([O:26][CH2:27][CH3:28])[CH2:21][C:16]1[CH:17]=[CH:18][C:19]([OH:20])=[C:14]([CH2:7][C:8]2[CH:13]=[CH:12][CH:11]=[CH:10][CH:9]=2)[CH:15]=1)[C:35]1[CH:40]=[CH:39][CH:38]=[CH:37][CH:36]=1, predict the reactants needed to synthesize it. The reactants are: C(Cl)(=O)C(Cl)=O.[CH2:7]([C:14]1[CH:15]=[C:16]([CH2:21][CH:22]([O:26][CH2:27][CH3:28])[C:23]([OH:25])=[O:24])[CH:17]=[CH:18][C:19]=1[OH:20])[C:8]1[CH:13]=[CH:12][CH:11]=[CH:10][CH:9]=1.CN(C=O)C.[CH2:34](O)[C:35]1[CH:40]=[CH:39][CH:38]=[CH:37][CH:36]=1. (5) Given the product [NH2:8][C:4]1[CH:5]=[CH:6][CH:7]=[C:2]([F:1])[C:3]=1[C:12]([C:13]1[CH:18]=[CH:17][CH:16]=[CH:15][C:14]=1[CH3:19])=[O:20], predict the reactants needed to synthesize it. The reactants are: [F:1][C:2]1[C:3]([C:12](=[O:20])[C:13]2[CH:18]=[CH:17][CH:16]=[CH:15][C:14]=2[CH3:19])=[C:4]([NH:8]C(=O)C)[CH:5]=[CH:6][CH:7]=1.Cl.O.C(=O)([O-])[O-].[Na+].[Na+]. (6) Given the product [CH2:1]([N:3]1[C:7]([O:8][C:9]2[CH:14]=[CH:13][C:12]([C:15]([F:18])([F:17])[F:16])=[CH:11][CH:10]=2)=[C:6]([I:47])[C:5]([C:19]2[CH:20]=[C:21]([C:25]([NH:28][S:29]([CH2:32][C:33]([F:36])([F:34])[F:35])(=[O:30])=[O:31])([CH3:27])[CH3:26])[CH:22]=[CH:23][CH:24]=2)=[N:4]1)[CH3:2], predict the reactants needed to synthesize it. The reactants are: [CH2:1]([N:3]1[C:7]([O:8][C:9]2[CH:14]=[CH:13][C:12]([C:15]([F:18])([F:17])[F:16])=[CH:11][CH:10]=2)=[CH:6][C:5]([C:19]2[CH:20]=[C:21]([C:25]([NH:28][S:29]([CH2:32][C:33]([F:36])([F:35])[F:34])(=[O:31])=[O:30])([CH3:27])[CH3:26])[CH:22]=[CH:23][CH:24]=2)=[N:4]1)[CH3:2].C(Cl)Cl.C1C(=O)N([I:47])C(=O)C1. (7) Given the product [Br:1][C:2]1[CH:7]=[C:6]2[C:5](=[CH:4][C:3]=1[F:10])[NH:8][C:12]1[CH2:17][CH2:16][CH:15]([NH:18][C:19](=[O:23])[CH:20]([CH3:21])[CH3:22])[CH2:14][C:13]2=1, predict the reactants needed to synthesize it. The reactants are: [Br:1][C:2]1[CH:7]=[CH:6][C:5]([NH:8]N)=[CH:4][C:3]=1[F:10].O=[C:12]1[CH2:17][CH2:16][CH:15]([NH:18][C:19](=[O:23])[CH:20]([CH3:22])[CH3:21])[CH2:14][CH2:13]1.